Dataset: Catalyst prediction with 721,799 reactions and 888 catalyst types from USPTO. Task: Predict which catalyst facilitates the given reaction. (1) Reactant: [O-2:1].[Al+3].[O-2:3].[O-2].[Al+3].O.[CH3:7][S:8][C:9]1[CH:14]=[CH:13][CH:12]=[CH:11][C:10]=1[O:15][CH:16]1[CH2:21][CH2:20][N:19]([C:22]([O:24][C:25]([CH3:28])([CH3:27])[CH3:26])=[O:23])[CH2:18][CH2:17]1.OOS([O-])=O.[K+]. Product: [CH3:7][S:8]([C:9]1[CH:14]=[CH:13][CH:12]=[CH:11][C:10]=1[O:15][CH:16]1[CH2:21][CH2:20][N:19]([C:22]([O:24][C:25]([CH3:28])([CH3:27])[CH3:26])=[O:23])[CH2:18][CH2:17]1)(=[O:3])=[O:1]. The catalyst class is: 22. (2) Reactant: [I:1][C@@H:2]1[C@@H:15]([OH:16])[C@H:14]([OH:17])[C@@H:13]([CH2:18][OH:19])[O:12][C@H:3]1[O:4][Si](CC)(CC)CC.C1COCC1.FC(F)(F)C(O)=O. Product: [I:1][C@H:2]([C@H:15]([C@@H:14]([C@@H:13]([CH2:18][OH:19])[OH:12])[OH:17])[OH:16])[CH:3]=[O:4]. The catalyst class is: 6. (3) Reactant: [NH2:1][C:2]1[CH:3]=[C:4]2[C@@:15]3([CH2:20][CH2:19][O:18]/[C:17](=[N:21]\C(=O)C4C=CC=CC=4)/[NH:16]3)[C:14]3[CH:13]=[C:12]([Cl:30])[N:11]=[C:10]([F:31])[C:9]=3[O:8][C:5]2=[CH:6][CH:7]=1.N.CO. Product: [Cl:30][C:12]1[N:11]=[C:10]([F:31])[C:9]2[O:8][C:5]3[C:4]([C@@:15]4([CH2:20][CH2:19][O:18][C:17]([NH2:21])=[N:16]4)[C:14]=2[CH:13]=1)=[CH:3][C:2]([NH2:1])=[CH:7][CH:6]=3. The catalyst class is: 1.